From a dataset of NCI-60 drug combinations with 297,098 pairs across 59 cell lines. Regression. Given two drug SMILES strings and cell line genomic features, predict the synergy score measuring deviation from expected non-interaction effect. (1) Drug 1: CN(CC1=CN=C2C(=N1)C(=NC(=N2)N)N)C3=CC=C(C=C3)C(=O)NC(CCC(=O)O)C(=O)O. Drug 2: C1CC(=O)NC(=O)C1N2C(=O)C3=CC=CC=C3C2=O. Cell line: LOX IMVI. Synergy scores: CSS=50.3, Synergy_ZIP=3.25, Synergy_Bliss=1.33, Synergy_Loewe=-36.2, Synergy_HSA=-1.64. (2) Drug 1: CC1=C2C(C(=O)C3(C(CC4C(C3C(C(C2(C)C)(CC1OC(=O)C(C(C5=CC=CC=C5)NC(=O)OC(C)(C)C)O)O)OC(=O)C6=CC=CC=C6)(CO4)OC(=O)C)OC)C)OC. Drug 2: C1CC(C1)(C(=O)O)C(=O)O.[NH2-].[NH2-].[Pt+2]. Cell line: UACC62. Synergy scores: CSS=53.8, Synergy_ZIP=3.71, Synergy_Bliss=4.23, Synergy_Loewe=6.72, Synergy_HSA=9.30. (3) Drug 1: C1CCC(CC1)NC(=O)N(CCCl)N=O. Drug 2: CC12CCC3C(C1CCC2OP(=O)(O)O)CCC4=C3C=CC(=C4)OC(=O)N(CCCl)CCCl.[Na+]. Cell line: EKVX. Synergy scores: CSS=-2.61, Synergy_ZIP=-3.41, Synergy_Bliss=-9.84, Synergy_Loewe=-14.4, Synergy_HSA=-9.77. (4) Drug 1: CC12CCC(CC1=CCC3C2CCC4(C3CC=C4C5=CN=CC=C5)C)O. Drug 2: CNC(=O)C1=NC=CC(=C1)OC2=CC=C(C=C2)NC(=O)NC3=CC(=C(C=C3)Cl)C(F)(F)F. Cell line: RPMI-8226. Synergy scores: CSS=35.7, Synergy_ZIP=-7.05, Synergy_Bliss=-11.2, Synergy_Loewe=-20.1, Synergy_HSA=-12.0. (5) Cell line: SF-295. Drug 1: C1C(C(OC1N2C=NC3=C(N=C(N=C32)Cl)N)CO)O. Synergy scores: CSS=21.3, Synergy_ZIP=-5.41, Synergy_Bliss=-4.03, Synergy_Loewe=-14.1, Synergy_HSA=-3.95. Drug 2: CC1C(C(CC(O1)OC2CC(CC3=C2C(=C4C(=C3O)C(=O)C5=C(C4=O)C(=CC=C5)OC)O)(C(=O)CO)O)N)O.Cl.